This data is from NCI-60 drug combinations with 297,098 pairs across 59 cell lines. The task is: Regression. Given two drug SMILES strings and cell line genomic features, predict the synergy score measuring deviation from expected non-interaction effect. (1) Drug 1: CNC(=O)C1=CC=CC=C1SC2=CC3=C(C=C2)C(=NN3)C=CC4=CC=CC=N4. Drug 2: CC1=C(C(CCC1)(C)C)C=CC(=CC=CC(=CC(=O)O)C)C. Cell line: OVCAR-4. Synergy scores: CSS=-2.03, Synergy_ZIP=0.106, Synergy_Bliss=-2.96, Synergy_Loewe=-6.05, Synergy_HSA=-5.03. (2) Drug 1: C1=C(C(=O)NC(=O)N1)F. Drug 2: CC1=C2C(C(=O)C3(C(CC4C(C3C(C(C2(C)C)(CC1OC(=O)C(C(C5=CC=CC=C5)NC(=O)C6=CC=CC=C6)O)O)OC(=O)C7=CC=CC=C7)(CO4)OC(=O)C)O)C)OC(=O)C. Cell line: HCT-15. Synergy scores: CSS=26.4, Synergy_ZIP=-3.90, Synergy_Bliss=-9.93, Synergy_Loewe=-7.98, Synergy_HSA=-7.88. (3) Drug 1: CCC1(CC2CC(C3=C(CCN(C2)C1)C4=CC=CC=C4N3)(C5=C(C=C6C(=C5)C78CCN9C7C(C=CC9)(C(C(C8N6C=O)(C(=O)OC)O)OC(=O)C)CC)OC)C(=O)OC)O.OS(=O)(=O)O. Drug 2: CN(C(=O)NC(C=O)C(C(C(CO)O)O)O)N=O. Cell line: M14. Synergy scores: CSS=3.90, Synergy_ZIP=1.39, Synergy_Bliss=3.31, Synergy_Loewe=1.76, Synergy_HSA=1.53. (4) Drug 1: C1CN(P(=O)(OC1)NCCCl)CCCl. Drug 2: C(CN)CNCCSP(=O)(O)O. Cell line: 786-0. Synergy scores: CSS=-4.89, Synergy_ZIP=1.83, Synergy_Bliss=-0.649, Synergy_Loewe=-3.04, Synergy_HSA=-3.84. (5) Drug 1: C1=CN(C(=O)N=C1N)C2C(C(C(O2)CO)O)O.Cl. Drug 2: CC(C)NC(=O)C1=CC=C(C=C1)CNNC.Cl. Cell line: MDA-MB-435. Synergy scores: CSS=24.6, Synergy_ZIP=-5.35, Synergy_Bliss=3.55, Synergy_Loewe=-32.4, Synergy_HSA=2.16. (6) Drug 1: CC(C)(C#N)C1=CC(=CC(=C1)CN2C=NC=N2)C(C)(C)C#N. Drug 2: CC1=C(C(=O)C2=C(C1=O)N3CC4C(C3(C2COC(=O)N)OC)N4)N. Cell line: U251. Synergy scores: CSS=34.0, Synergy_ZIP=1.36, Synergy_Bliss=-0.795, Synergy_Loewe=-15.6, Synergy_HSA=-3.29. (7) Drug 1: C1CCN(CC1)CCOC2=CC=C(C=C2)C(=O)C3=C(SC4=C3C=CC(=C4)O)C5=CC=C(C=C5)O. Drug 2: C1=NC2=C(N1)C(=S)N=CN2. Cell line: MDA-MB-231. Synergy scores: CSS=-1.70, Synergy_ZIP=3.77, Synergy_Bliss=6.03, Synergy_Loewe=-0.123, Synergy_HSA=0.178. (8) Drug 1: C1=CC(=CC=C1CC(C(=O)O)N)N(CCCl)CCCl.Cl. Drug 2: CC1=CC=C(C=C1)C2=CC(=NN2C3=CC=C(C=C3)S(=O)(=O)N)C(F)(F)F. Cell line: A549. Synergy scores: CSS=22.2, Synergy_ZIP=-7.83, Synergy_Bliss=-4.22, Synergy_Loewe=-9.30, Synergy_HSA=-5.52. (9) Drug 1: CC1=C(C=C(C=C1)NC2=NC=CC(=N2)N(C)C3=CC4=NN(C(=C4C=C3)C)C)S(=O)(=O)N.Cl. Drug 2: C1=CC(=C2C(=C1NCCNCCO)C(=O)C3=C(C=CC(=C3C2=O)O)O)NCCNCCO. Cell line: NCI-H226. Synergy scores: CSS=41.2, Synergy_ZIP=1.49, Synergy_Bliss=2.85, Synergy_Loewe=4.80, Synergy_HSA=5.96. (10) Drug 1: C1CCC(C1)C(CC#N)N2C=C(C=N2)C3=C4C=CNC4=NC=N3. Drug 2: CC1C(C(CC(O1)OC2CC(CC3=C2C(=C4C(=C3O)C(=O)C5=C(C4=O)C(=CC=C5)OC)O)(C(=O)C)O)N)O.Cl. Cell line: KM12. Synergy scores: CSS=53.6, Synergy_ZIP=6.51, Synergy_Bliss=7.19, Synergy_Loewe=8.89, Synergy_HSA=10.4.